Dataset: Full USPTO retrosynthesis dataset with 1.9M reactions from patents (1976-2016). Task: Predict the reactants needed to synthesize the given product. Given the product [C:25]([O:56][C@@H:54]1[CH2:53][N:52]2[C@H:47]([CH:34]([C:41]3[CH:42]=[CH:43][CH:44]=[CH:45][CH:46]=3)[C:35]3[CH:40]=[CH:39][CH:38]=[CH:37][CH:36]=3)[CH2:48][N:49]([C:57]([O:59][C:60]([CH3:63])([CH3:62])[CH3:61])=[O:58])[CH2:50][C@@H:51]2[CH2:55]1)(=[O:24])[CH3:26], predict the reactants needed to synthesize it. The reactants are: C1(P(C2C=CC=CC=2)C2C=CC=CC=2)C=CC=CC=1.N(C(OC(C)C)=O)=NC([O:24][CH:25](C)[CH3:26])=O.[CH:34]([C@H:47]1[N:52]2[CH2:53][C@H:54]([OH:56])[CH2:55][C@H:51]2[CH2:50][N:49]([C:57]([O:59][C:60]([CH3:63])([CH3:62])[CH3:61])=[O:58])[CH2:48]1)([C:41]1[CH:46]=[CH:45][CH:44]=[CH:43][CH:42]=1)[C:35]1[CH:40]=[CH:39][CH:38]=[CH:37][CH:36]=1.C(=O)(O)[O-].[Na+].